This data is from CYP2C19 inhibition data for predicting drug metabolism from PubChem BioAssay. The task is: Regression/Classification. Given a drug SMILES string, predict its absorption, distribution, metabolism, or excretion properties. Task type varies by dataset: regression for continuous measurements (e.g., permeability, clearance, half-life) or binary classification for categorical outcomes (e.g., BBB penetration, CYP inhibition). Dataset: cyp2c19_veith. (1) The molecule is COc1ccc(-c2cc(C(F)(F)F)nc(N3CCN(C)CC3)n2)cc1OC. The result is 0 (non-inhibitor). (2) The compound is COc1cc(OC)c(OC)cc1C=NCC1(c2ccccc2)CCCC1.Cl. The result is 0 (non-inhibitor).